This data is from Forward reaction prediction with 1.9M reactions from USPTO patents (1976-2016). The task is: Predict the product of the given reaction. (1) Given the reactants [H-].[Al+3].[Li+].[H-].[H-].[H-].[Br:7][C:8]1[CH:9]=[CH:10][C:11]2[C:12]([CH3:25])([CH3:24])[C:13](=[O:23])[C:14]3[C:19]([C:20]=2[CH:21]=1)=[CH:18][C:17]([Br:22])=[CH:16][CH:15]=3.O.[OH-].[Na+], predict the reaction product. The product is: [Br:7][C:8]1[CH:9]=[CH:10][C:11]2[C:12]([CH3:25])([CH3:24])[CH:13]([OH:23])[C:14]3[C:19]([C:20]=2[CH:21]=1)=[CH:18][C:17]([Br:22])=[CH:16][CH:15]=3. (2) Given the reactants [F:1][C:2]([F:27])([F:26])[C:3]1[CH:8]=[CH:7][C:6]([C:9]([C:16]2[CH:21]=[CH:20][C:19]([C:22]([F:25])([F:24])[F:23])=[CH:18][CH:17]=2)=[CH:10]/[CH:11]=[CH:12]/[C:13](O)=[O:14])=[CH:5][CH:4]=1.[N:28]1C=CC=CC=1.S(Cl)(Cl)=O.N[C:39]1[CH:40]=[C:41]([C:45]2[CH:50]=[CH:49][N:48]=[C:47]([CH3:51])[N:46]=2)[CH:42]=[CH:43][CH:44]=1, predict the reaction product. The product is: [CH3:51][C:47]1[N:46]=[C:45]([C:41]2[CH:42]=[CH:43][CH:44]=[CH:39][C:40]=2[NH:28][C:13](=[O:14])/[CH:12]=[CH:11]/[CH:10]=[C:9]([C:16]2[CH:21]=[CH:20][C:19]([C:22]([F:25])([F:24])[F:23])=[CH:18][CH:17]=2)[C:6]2[CH:7]=[CH:8][C:3]([C:2]([F:27])([F:26])[F:1])=[CH:4][CH:5]=2)[CH:50]=[CH:49][N:48]=1. (3) Given the reactants [CH2:1]([CH:4]1[NH:9][CH:8]([C:10]2[CH:15]=[CH:14][CH:13]=[CH:12][CH:11]=2)[CH:7]([NH2:16])[CH2:6][CH2:5]1)[CH2:2][CH3:3].C([C@@H]1N[C@@H](C2C=CC=CC=2)[C@@H](N)CC1)CC.C([C@H]1N[C@H](C2C=CC=CC=2)[C@H](N)CC1)CC.[CH3:49][O:50][C:51]1[CH:60]=[C:59]2[C:54]([N:55]([CH3:63])[C:56](=[O:62])[CH:57]3[CH2:61][CH:58]32)=[CH:53][C:52]=1[CH:64]=O, predict the reaction product. The product is: [CH3:49][O:50][C:51]1[CH:60]=[C:59]2[C:54]([N:55]([CH3:63])[C:56](=[O:62])[CH:57]3[CH2:61][CH:58]32)=[CH:53][C:52]=1[CH2:64][NH:16][CH:7]1[CH2:6][CH2:5][CH:4]([CH2:1][CH2:2][CH3:3])[NH:9][CH:8]1[C:10]1[CH:15]=[CH:14][CH:13]=[CH:12][CH:11]=1. (4) Given the reactants [Cl:1][C:2]1[CH:3]=[CH:4][CH:5]=[C:6]2[C:10]=1[N:9]([CH3:11])[CH:8]=[C:7]2[CH2:12][N:13]([CH3:30])[C:14](=[O:29])/[CH:15]=[CH:16]/[C:17]1[CH:18]=[N:19][C:20]([NH:23][CH2:24][C:25]([O:27]C)=[O:26])=[CH:21][CH:22]=1.COC(CNC1N=CC(/C=C/C(N(C)CC2C3C(=CC=CC=3)NC=2C)=O)=CC=1)=O, predict the reaction product. The product is: [C:25]([CH2:24][NH:23][C:20]1[N:19]=[CH:18][C:17](/[CH:16]=[CH:15]/[C:14]([N:13]([CH2:12][C:7]2[C:6]3[C:10](=[C:2]([Cl:1])[CH:3]=[CH:4][CH:5]=3)[N:9]([CH3:11])[CH:8]=2)[CH3:30])=[O:29])=[CH:22][CH:21]=1)([OH:27])=[O:26]. (5) Given the reactants [CH3:1][O:2][CH2:3][CH2:4][C:5]([N:7]1[C@@H:13]([CH3:14])[C@H:12]([NH:15][C:16](=[O:28])[C@@H:17]([N:19]([CH3:27])[C:20](=[O:26])[O:21][C:22]([CH3:25])([CH3:24])[CH3:23])[CH3:18])[C:11](=[O:29])[NH:10][C:9]2[CH:30]=[CH:31][CH:32]=[CH:33][C:8]1=2)=[O:6].[Br:34][C:35]1[CH:36]=[C:37]2[C:42](=[CH:43][CH:44]=1)[C:41]([CH2:45]Cl)=[C:40]([O:47][CH3:48])[CH:39]=[CH:38]2.C(=O)([O-])[O-].[Cs+].[Cs+].[I-].[Na+], predict the reaction product. The product is: [Br:34][C:35]1[CH:36]=[C:37]2[C:42](=[CH:43][CH:44]=1)[C:41]([CH2:45][N:10]1[C:11](=[O:29])[C@@H:12]([NH:15][C:16](=[O:28])[C@@H:17]([N:19]([CH3:27])[C:20](=[O:26])[O:21][C:22]([CH3:24])([CH3:25])[CH3:23])[CH3:18])[C@H:13]([CH3:14])[N:7]([C:5](=[O:6])[CH2:4][CH2:3][O:2][CH3:1])[C:8]3[CH:33]=[CH:32][CH:31]=[CH:30][C:9]1=3)=[C:40]([O:47][CH3:48])[CH:39]=[CH:38]2. (6) Given the reactants CC([CH:5]1[CH2:11][N:10](C([O-])=O)[CH2:9][C:8]2[CH:15]=[C:16]([C:19]3[CH:20]=[C:21]4[NH:27][C:26]([NH:28][C:29]([O:31]CC5C=CC=CC=5)=[O:30])=[N:25][C:22]4=[N:23][CH:24]=3)[CH:17]=[CH:18][C:7]=2[O:6]1)(C)C.[ClH:39], predict the reaction product. The product is: [ClH:39].[C:8]1([CH2:9][N:28]([C:26]2[NH:27][C:21]3[C:22]([N:25]=2)=[N:23][CH:24]=[C:19]([C:16]2[CH:17]=[CH:18][C:7]4[O:6][CH2:5][CH2:11][NH:10][CH2:9][C:8]=4[CH:15]=2)[CH:20]=3)[C:29](=[O:30])[OH:31])[CH:15]=[CH:16][CH:17]=[CH:18][CH:7]=1.